This data is from NCI-60 drug combinations with 297,098 pairs across 59 cell lines. The task is: Regression. Given two drug SMILES strings and cell line genomic features, predict the synergy score measuring deviation from expected non-interaction effect. (1) Drug 1: CC1C(C(CC(O1)OC2CC(CC3=C2C(=C4C(=C3O)C(=O)C5=C(C4=O)C(=CC=C5)OC)O)(C(=O)CO)O)N)O.Cl. Drug 2: CC(C)NC(=O)C1=CC=C(C=C1)CNNC.Cl. Cell line: A498. Synergy scores: CSS=19.3, Synergy_ZIP=1.83, Synergy_Bliss=6.45, Synergy_Loewe=8.44, Synergy_HSA=8.51. (2) Drug 1: CC1C(C(=O)NC(C(=O)N2CCCC2C(=O)N(CC(=O)N(C(C(=O)O1)C(C)C)C)C)C(C)C)NC(=O)C3=C4C(=C(C=C3)C)OC5=C(C(=O)C(=C(C5=N4)C(=O)NC6C(OC(=O)C(N(C(=O)CN(C(=O)C7CCCN7C(=O)C(NC6=O)C(C)C)C)C)C(C)C)C)N)C. Drug 2: COCCOC1=C(C=C2C(=C1)C(=NC=N2)NC3=CC=CC(=C3)C#C)OCCOC.Cl. Cell line: SR. Synergy scores: CSS=35.7, Synergy_ZIP=-11.1, Synergy_Bliss=-18.6, Synergy_Loewe=-47.5, Synergy_HSA=-18.5. (3) Drug 1: C1C(C(OC1N2C=C(C(=O)NC2=O)F)CO)O. Drug 2: CC(C)NC(=O)C1=CC=C(C=C1)CNNC.Cl. Cell line: NCI/ADR-RES. Synergy scores: CSS=3.94, Synergy_ZIP=-1.58, Synergy_Bliss=5.90, Synergy_Loewe=-1.42, Synergy_HSA=3.50.